This data is from Reaction yield outcomes from USPTO patents with 853,638 reactions. The task is: Predict the reaction yield, written as a fraction of the theoretical maximum amount of product (1.0 means a 100% yield; for example, 0.34 means a 34% yield). (1) The reactants are [CH3:1][C:2]1[C:3]([NH2:8])=[N:4][CH:5]=[CH:6][N:7]=1.[Cl:9]N1C(=O)CCC1=O. The catalyst is C(Cl)Cl. The product is [Cl:9][C:6]1[N:7]=[C:2]([CH3:1])[C:3]([NH2:8])=[N:4][CH:5]=1. The yield is 0.800. (2) The reactants are Br[CH2:2][B-:3]([F:6])([F:5])[F:4].[K+:7].[C:8]([N:15]1[CH2:20][CH2:19][NH:18][C@H:17]([CH3:21])[CH2:16]1)([O:10][C:11]([CH3:14])([CH3:13])[CH3:12])=[O:9].C([O-])([O-])=O.[K+].[K+]. The catalyst is C1COCC1. The product is [C:11]([O:10][C:8]([N:15]1[CH2:20][CH2:19][N:18]([CH2:2][B-:3]([F:6])([F:5])[F:4])[C@H:17]([CH3:21])[CH2:16]1)=[O:9])([CH3:14])([CH3:12])[CH3:13].[K+:7]. The yield is 0.940. (3) The catalyst is ClCCCl. The reactants are [CH:1]12[O:7][CH:6]1[CH2:5][CH2:4][N:3]([C:8]([O:10][C:11]([CH3:14])([CH3:13])[CH3:12])=[O:9])[CH2:2]2.[FH:15].F.F.C(N(CC)CC)C.C(=O)(O)[O-].[Na+].C(Cl)Cl. The product is [F:15][C@@H:6]1[CH2:5][CH2:4][N:3]([C:8]([O:10][C:11]([CH3:14])([CH3:13])[CH3:12])=[O:9])[CH2:2][C@H:1]1[OH:7]. The yield is 0.580. (4) The reactants are [O:1]([CH2:8][CH:9]1[CH2:25][N:13]2[CH2:14][CH2:15][N:16]([C:18]3[CH:23]=[CH:22][N:21]=[C:20](Cl)[N:19]=3)[CH2:17][CH:12]2[CH2:11][CH2:10]1)[C:2]1[CH:7]=[CH:6][CH:5]=[CH:4][CH:3]=1.[H][H]. The catalyst is Cl.C(O)C.[Pd]. The product is [O:1]([CH2:8][CH:9]1[CH2:25][N:13]2[CH2:14][CH2:15][N:16]([C:18]3[CH:23]=[CH:22][N:21]=[CH:20][N:19]=3)[CH2:17][CH:12]2[CH2:11][CH2:10]1)[C:2]1[CH:7]=[CH:6][CH:5]=[CH:4][CH:3]=1. The yield is 0.200. (5) The reactants are Cl[CH2:2][CH2:3][CH2:4][O:5][C:6]1[CH:15]=[C:14]2[C:9]([C:10](=[O:16])[CH:11]=[CH:12][NH:13]2)=[CH:8][C:7]=1[O:17][CH3:18].[NH:19]1[CH2:23][CH2:22][CH2:21][CH2:20]1. The catalyst is C(#N)C. The product is [CH3:18][O:17][C:7]1[CH:8]=[C:9]2[C:14](=[CH:15][C:6]=1[O:5][CH2:4][CH2:3][CH2:2][N:19]1[CH2:23][CH2:22][CH2:21][CH2:20]1)[NH:13][CH:12]=[CH:11][C:10]2=[O:16]. The yield is 0.953. (6) The reactants are [Si:1]([O:8][CH2:9][CH2:10][C:11]#[N:12])([C:4]([CH3:7])([CH3:6])[CH3:5])([CH3:3])[CH3:2].[CH2:13]([Mg]Br)[CH3:14].B(F)(F)F.CCOCC. The catalyst is CCOCC.C([O-])(C)C.C([O-])(C)C.C([O-])(C)C.C([O-])(C)C.[Ti+4]. The product is [Si:1]([O:8][CH2:9][CH2:10][C:11]1([NH2:12])[CH2:14][CH2:13]1)([C:4]([CH3:7])([CH3:6])[CH3:5])([CH3:3])[CH3:2]. The yield is 0.300. (7) The reactants are O.[OH-].[Na+].[F:4][C:5]1[C:6]([CH2:14][C:15]#[N:16])=[CH:7][C:8]2[O:12][CH2:11][O:10][C:9]=2[CH:13]=1.Br[CH2:18][CH2:19]Cl. The catalyst is [Br-].C([N+](CCCC)(CCCC)CCCC)CCC.C1(C)C=CC=CC=1. The product is [F:4][C:5]1[C:6]([C:14]2([C:15]#[N:16])[CH2:19][CH2:18]2)=[CH:7][C:8]2[O:12][CH2:11][O:10][C:9]=2[CH:13]=1. The yield is 0.600.